Dataset: Full USPTO retrosynthesis dataset with 1.9M reactions from patents (1976-2016). Task: Predict the reactants needed to synthesize the given product. (1) The reactants are: [F:1][C:2]([F:22])([C:11]1[CH:16]=[CH:15][CH:14]=[C:13]([O:17][CH2:18][CH2:19][CH2:20][CH3:21])[CH:12]=1)[CH2:3][NH:4][CH2:5][C:6]([N:8]([CH3:10])[CH3:9])=[O:7].C=O.[C:25](O)(=O)C. Given the product [F:1][C:2]([F:22])([C:11]1[CH:16]=[CH:15][CH:14]=[C:13]([O:17][CH2:18][CH2:19][CH2:20][CH3:21])[CH:12]=1)[CH2:3][N:4]([CH3:25])[CH2:5][C:6]([N:8]([CH3:10])[CH3:9])=[O:7], predict the reactants needed to synthesize it. (2) Given the product [NH2:30][C@@H:25]([CH2:26][CH:27]([CH3:29])[CH3:28])[CH2:24][O:23][C:19]1[CH:20]=[CH:21][C:22]2[C:11]3[C:12](=[CH:13][N:14]=[C:9]([NH2:8])[CH:10]=3)[CH:15]([CH3:38])[O:16][C:17]=2[CH:18]=1, predict the reactants needed to synthesize it. The reactants are: COC1C=CC(C[N:8](CC2C=CC(OC)=CC=2)[C:9]2[CH:10]=[C:11]3[C:22]4[CH:21]=[CH:20][C:19]([O:23][CH2:24][C@@H:25]([NH:30]C(=O)OC(C)(C)C)[CH2:26][CH:27]([CH3:29])[CH3:28])=[CH:18][C:17]=4[O:16][CH:15]([CH3:38])[C:12]3=[CH:13][N:14]=2)=CC=1.C(O)(C(F)(F)F)=O. (3) Given the product [NH2:12][C:3]1[CH:4]=[C:5]([CH:10]=[CH:11][C:2]=1[SH:1])[NH:6][C:7](=[O:9])[CH3:8], predict the reactants needed to synthesize it. The reactants are: [SH:1][C:2]1[CH:11]=[CH:10][C:5]([NH:6][C:7](=[O:9])[CH3:8])=[CH:4][C:3]=1[N+:12]([O-])=O. (4) Given the product [C:1]([O:5][C:6]([NH:8][C:9]1[C:14]([I:15])=[N:13][C:12]([CH2:16][OH:17])=[CH:11][C:10]=1[CH3:21])=[O:7])([CH3:4])([CH3:2])[CH3:3], predict the reactants needed to synthesize it. The reactants are: [C:1]([O:5][C:6]([NH:8][C:9]1[C:10]([CH3:21])=[CH:11][C:12]([C:16](OCC)=[O:17])=[N:13][C:14]=1[I:15])=[O:7])([CH3:4])([CH3:3])[CH3:2].[H-].C([Al+]CC(C)C)C(C)C.Cl. (5) The reactants are: [C:1]([CH2:3][CH2:4][C@H:5]1[CH2:10][CH2:9][C@H:8]([NH:11][C:12]2[C:17]([NH:18][C:19](=O)[C@H:20]([OH:22])[CH3:21])=[CH:16][N:15]=[C:14]3[CH:24]=[CH:25][S:26][C:13]=23)[CH2:7][CH2:6]1)#[N:2]. Given the product [OH:22][C@@H:20]([C:19]1[N:11]([C@H:8]2[CH2:9][CH2:10][C@H:5]([CH2:4][CH2:3][C:1]#[N:2])[CH2:6][CH2:7]2)[C:12]2=[C:13]3[S:26][CH:25]=[CH:24][C:14]3=[N:15][CH:16]=[C:17]2[N:18]=1)[CH3:21], predict the reactants needed to synthesize it. (6) Given the product [C:1]([C:5]1[N:10]=[C:9]([NH:11][C:12]([C:14]2[CH:36]=[CH:35][C:17]([O:18][C:19]3[CH:28]=[C:27]4[C:22]([CH:23]([C:29]([OH:31])=[O:30])[CH2:24][CH2:25][O:26]4)=[CH:21][C:20]=3[Cl:34])=[CH:16][CH:15]=2)=[O:13])[CH:8]=[CH:7][CH:6]=1)([CH3:4])([CH3:2])[CH3:3], predict the reactants needed to synthesize it. The reactants are: [C:1]([C:5]1[N:10]=[C:9]([NH:11][C:12]([C:14]2[CH:36]=[CH:35][C:17]([O:18][C:19]3[CH:28]=[C:27]4[C:22]([CH:23]([C:29]([O:31]CC)=[O:30])[CH2:24][CH2:25][O:26]4)=[CH:21][C:20]=3[Cl:34])=[CH:16][CH:15]=2)=[O:13])[CH:8]=[CH:7][CH:6]=1)([CH3:4])([CH3:3])[CH3:2].[OH-].[Na+].C(O)C. (7) Given the product [Br:1][C:2]1[CH:3]=[C:4]2[C:8]([CH2:7][N:6]([C:13]([O:15][C:16]([CH3:19])([CH3:18])[CH3:17])=[O:14])[CH2:5]2)=[CH:9][C:10]=1[C:11]([O:25][CH3:23])=[O:12], predict the reactants needed to synthesize it. The reactants are: [Br:1][C:2]1[CH:3]=[C:4]2[C:8](=[CH:9][C:10]=1[CH:11]=[O:12])[CH2:7][N:6]([C:13]([O:15][C:16]([CH3:19])([CH3:18])[CH3:17])=[O:14])[CH2:5]2.[C-]#N.[Na+].[C:23](O)(=[O:25])C. (8) Given the product [Cl:1][C:2]1[CH:3]=[C:4]([C:9]2[N:14]=[C:13]([CH:15]3[CH2:17][CH2:16]3)[N:12]=[C:11]([Cl:23])[C:10]=2[C:19]#[N:20])[CH:5]=[CH:6][C:7]=1[Cl:8], predict the reactants needed to synthesize it. The reactants are: [Cl:1][C:2]1[CH:3]=[C:4]([C:9]2[N:14]=[C:13]([CH:15]3[CH2:17][CH2:16]3)[N:12]=[C:11](O)[C:10]=2[C:19]#[N:20])[CH:5]=[CH:6][C:7]=1[Cl:8].O=P(Cl)(Cl)[Cl:23].C([O-])(O)=O.[Na+]. (9) Given the product [OH:12][C@H:11]([C:13]1[C:14]([CH3:23])=[C:15]2[C:19](=[CH:20][CH:21]=1)[C:18](=[O:22])[O:17][CH2:16]2)[CH2:10][N:6]1[CH2:7][CH2:8][CH2:9][C:4]([CH2:3][NH:2][C:34](=[O:35])[C:33]2[CH:37]=[CH:38][C:30]([N:25]3[CH:29]=[N:28][N:27]=[N:26]3)=[N:31][CH:32]=2)([CH3:24])[CH2:5]1, predict the reactants needed to synthesize it. The reactants are: Cl.[NH2:2][CH2:3][C:4]1([CH3:24])[CH2:9][CH2:8][CH2:7][N:6]([CH2:10][C@@H:11]([C:13]2[C:14]([CH3:23])=[C:15]3[C:19](=[CH:20][CH:21]=2)[C:18](=[O:22])[O:17][CH2:16]3)[OH:12])[CH2:5]1.[N:25]1([C:30]2[CH:38]=[CH:37][C:33]([C:34](O)=[O:35])=[CH:32][N:31]=2)[CH:29]=[N:28][N:27]=[N:26]1.